Regression. Given two drug SMILES strings and cell line genomic features, predict the synergy score measuring deviation from expected non-interaction effect. From a dataset of NCI-60 drug combinations with 297,098 pairs across 59 cell lines. (1) Drug 1: CN1CCC(CC1)COC2=C(C=C3C(=C2)N=CN=C3NC4=C(C=C(C=C4)Br)F)OC. Drug 2: C1CC(=O)NC(=O)C1N2CC3=C(C2=O)C=CC=C3N. Cell line: SW-620. Synergy scores: CSS=4.90, Synergy_ZIP=-2.52, Synergy_Bliss=-4.46, Synergy_Loewe=-5.01, Synergy_HSA=-3.97. (2) Drug 1: C1=NNC2=C1C(=O)NC=N2. Drug 2: CN(C(=O)NC(C=O)C(C(C(CO)O)O)O)N=O. Cell line: TK-10. Synergy scores: CSS=5.87, Synergy_ZIP=1.30, Synergy_Bliss=2.76, Synergy_Loewe=-1.38, Synergy_HSA=0.0350. (3) Drug 1: C1CN1P(=S)(N2CC2)N3CC3. Drug 2: CC(C)CN1C=NC2=C1C3=CC=CC=C3N=C2N. Cell line: MALME-3M. Synergy scores: CSS=5.65, Synergy_ZIP=-1.53, Synergy_Bliss=1.19, Synergy_Loewe=0.296, Synergy_HSA=0.205. (4) Drug 1: COC1=CC(=CC(=C1O)OC)C2C3C(COC3=O)C(C4=CC5=C(C=C24)OCO5)OC6C(C(C7C(O6)COC(O7)C8=CC=CS8)O)O. Drug 2: CN(CC1=CN=C2C(=N1)C(=NC(=N2)N)N)C3=CC=C(C=C3)C(=O)NC(CCC(=O)O)C(=O)O. Cell line: NCI-H226. Synergy scores: CSS=14.0, Synergy_ZIP=1.93, Synergy_Bliss=5.15, Synergy_Loewe=1.55, Synergy_HSA=5.13. (5) Drug 1: CCC1=CC2CC(C3=C(CN(C2)C1)C4=CC=CC=C4N3)(C5=C(C=C6C(=C5)C78CCN9C7C(C=CC9)(C(C(C8N6C)(C(=O)OC)O)OC(=O)C)CC)OC)C(=O)OC.C(C(C(=O)O)O)(C(=O)O)O. Drug 2: CN(C)N=NC1=C(NC=N1)C(=O)N. Cell line: EKVX. Synergy scores: CSS=28.1, Synergy_ZIP=-0.0613, Synergy_Bliss=-1.85, Synergy_Loewe=-45.9, Synergy_HSA=-2.96. (6) Drug 1: C1=CC(=C2C(=C1NCCNCCO)C(=O)C3=C(C=CC(=C3C2=O)O)O)NCCNCCO. Drug 2: CC1OCC2C(O1)C(C(C(O2)OC3C4COC(=O)C4C(C5=CC6=C(C=C35)OCO6)C7=CC(=C(C(=C7)OC)O)OC)O)O. Cell line: SK-MEL-5. Synergy scores: CSS=40.9, Synergy_ZIP=4.65, Synergy_Bliss=5.07, Synergy_Loewe=1.76, Synergy_HSA=8.08. (7) Drug 1: CC1=C2C(C(=O)C3(C(CC4C(C3C(C(C2(C)C)(CC1OC(=O)C(C(C5=CC=CC=C5)NC(=O)C6=CC=CC=C6)O)O)OC(=O)C7=CC=CC=C7)(CO4)OC(=O)C)O)C)OC(=O)C. Drug 2: CN(CC1=CN=C2C(=N1)C(=NC(=N2)N)N)C3=CC=C(C=C3)C(=O)NC(CCC(=O)O)C(=O)O. Cell line: NCI-H460. Synergy scores: CSS=19.1, Synergy_ZIP=0.592, Synergy_Bliss=-0.584, Synergy_Loewe=-39.4, Synergy_HSA=-1.64.